This data is from Full USPTO retrosynthesis dataset with 1.9M reactions from patents (1976-2016). The task is: Predict the reactants needed to synthesize the given product. (1) Given the product [O:3]1[C:7]2[CH:8]=[CH:9][CH:10]=[C:11]([CH:12]3[CH2:17][CH2:16][N:15]([CH2:18][CH2:19][C@H:20]4[CH2:21][CH2:22][C@H:23]([NH:26][C:29](=[O:30])[N:28]([CH3:32])[CH3:27])[CH2:24][CH2:25]4)[CH2:14][CH2:13]3)[C:6]=2[CH2:5][CH2:4]1, predict the reactants needed to synthesize it. The reactants are: Cl.Cl.[O:3]1[C:7]2[CH:8]=[CH:9][CH:10]=[C:11]([CH:12]3[CH2:17][CH2:16][N:15]([CH2:18][CH2:19][C@H:20]4[CH2:25][CH2:24][C@H:23]([NH2:26])[CH2:22][CH2:21]4)[CH2:14][CH2:13]3)[C:6]=2[CH2:5][CH2:4]1.[CH3:27][N:28]([CH3:32])[C:29](Cl)=[O:30]. (2) Given the product [CH3:31][O:32][C:33]1[CH:34]=[C:35]([C:41]2[C@@H:50]3[C@@H:45]([CH2:46][CH2:47][CH2:48][CH2:49]3)[C:44](=[O:51])[N:43]([CH:52]3[CH2:53][CH2:54][N:55]([C:18](=[O:20])[C@H:9]([NH:8][C:6](=[O:7])[O:5][C:1]([CH3:2])([CH3:3])[CH3:4])[CH2:10][C:11]4[CH:16]=[CH:15][CH:14]=[C:13]([CH3:17])[CH:12]=4)[CH2:56][CH2:57]3)[N:42]=2)[CH:36]=[CH:37][C:38]=1[O:39][CH3:40], predict the reactants needed to synthesize it. The reactants are: [C:1]([O:5][C:6]([NH:8][C@@H:9]([C:18]([OH:20])=O)[CH2:10][C:11]1[CH:16]=[CH:15][CH:14]=[C:13]([CH3:17])[CH:12]=1)=[O:7])([CH3:4])([CH3:3])[CH3:2].CCN(C(C)C)C(C)C.Cl.[CH3:31][O:32][C:33]1[CH:34]=[C:35]([C:41]2[C@@H:50]3[C@@H:45]([CH2:46][CH2:47][CH2:48][CH2:49]3)[C:44](=[O:51])[N:43]([CH:52]3[CH2:57][CH2:56][NH:55][CH2:54][CH2:53]3)[N:42]=2)[CH:36]=[CH:37][C:38]=1[O:39][CH3:40].CCOC(C(C#N)=NOC(N1CCOCC1)=[N+](C)C)=O.F[P-](F)(F)(F)(F)F.C(=O)(O)[O-].[Na+]. (3) Given the product [CH3:13][C:12]1([CH3:14])[C:11]2[C:6](=[CH:7][CH:8]=[CH:9][CH:10]=2)[C:5](=[O:15])[NH:4][CH2:3]1, predict the reactants needed to synthesize it. The reactants are: CO[CH:3]1[C:12]([CH3:14])([CH3:13])[C:11]2[C:6](=[CH:7][CH:8]=[CH:9][CH:10]=2)[C:5](=[O:15])[NH:4]1.P(Cl)(Cl)(Cl)(Cl)Cl. (4) Given the product [CH:26]([C:25]1[C:21]([O:20][CH2:19][C:18]2[CH:34]=[CH:35][C:15]([O:14][CH2:13][C:11]3[N:12]=[C:8]([C:4]4[CH:3]=[C:2]([CH:7]=[CH:6][CH:5]=4)[O:1][CH2:40][C:41]([O:43][CH3:44])=[O:42])[O:9][C:10]=3[CH3:38])=[C:16]([O:36][CH3:37])[CH:17]=2)=[N:22][N:23]([C:28]2[CH:29]=[CH:30][CH:31]=[CH:32][CH:33]=2)[CH:24]=1)=[O:27], predict the reactants needed to synthesize it. The reactants are: [OH:1][C:2]1[CH:3]=[C:4]([C:8]2[O:9][C:10]([CH3:38])=[C:11]([CH2:13][O:14][C:15]3[CH:35]=[CH:34][C:18]([CH2:19][O:20][C:21]4[C:25]([CH:26]=[O:27])=[CH:24][N:23]([C:28]5[CH:33]=[CH:32][CH:31]=[CH:30][CH:29]=5)[N:22]=4)=[CH:17][C:16]=3[O:36][CH3:37])[N:12]=2)[CH:5]=[CH:6][CH:7]=1.Br[CH2:40][C:41]([O:43][CH3:44])=[O:42].C(=O)([O-])[O-].[K+].[K+].CN(C)C=O. (5) Given the product [Br:1][C:2]1[CH:7]=[C:6]([C:14]2[CH:13]=[CH:12][N:11]=[C:10]([Cl:9])[CH:15]=2)[CH:5]=[N:4][CH:3]=1, predict the reactants needed to synthesize it. The reactants are: [Br:1][C:2]1[CH:3]=[N:4][CH:5]=[C:6](I)[CH:7]=1.[Cl:9][C:10]1[CH:15]=[C:14](B(O)O)[CH:13]=[CH:12][N:11]=1.C(=O)(O)[O-].[Na+]. (6) Given the product [Br:1][C:2]1[CH:3]=[CH:4][C:5]2[N:17]=[CH:18][N:8]([CH2:9][C:10]3[CH:15]=[CH:14][CH:13]=[C:12]([F:16])[CH:11]=3)[C:6]=2[CH:7]=1, predict the reactants needed to synthesize it. The reactants are: [Br:1][C:2]1[CH:7]=[C:6]([NH:8][CH2:9][C:10]2[CH:15]=[CH:14][CH:13]=[C:12]([F:16])[CH:11]=2)[C:5]([NH2:17])=[CH:4][CH:3]=1.[CH:18](O)=O. (7) Given the product [CH2:30]([C:27]1([NH:32][C:33](=[O:39])[O:34][C:35]([CH3:38])([CH3:37])[CH3:36])[CH2:28][CH2:29][CH:24]([O:23][C:14]2[C:13]3[C:12]4[C@@H:11]([CH2:10][CH2:9][OH:8])[CH2:22][CH2:21][C:20]=4[S:19][C:18]=3[N:17]=[CH:16][N:15]=2)[CH2:25][CH2:26]1)[CH3:31], predict the reactants needed to synthesize it. The reactants are: [Si]([O:8][CH2:9][CH2:10][C@H:11]1[CH2:22][CH2:21][C:20]2[S:19][C:18]3[N:17]=[CH:16][N:15]=[C:14]([O:23][CH:24]4[CH2:29][CH2:28][C:27]([NH:32][C:33](=[O:39])[O:34][C:35]([CH3:38])([CH3:37])[CH3:36])([CH2:30][CH3:31])[CH2:26][CH2:25]4)[C:13]=3[C:12]1=2)(C(C)(C)C)(C)C.CCCC[N+](CCCC)(CCCC)CCCC.[F-].